From a dataset of Reaction yield outcomes from USPTO patents with 853,638 reactions. Predict the reaction yield, written as a fraction of the theoretical maximum amount of product (1.0 means a 100% yield; for example, 0.34 means a 34% yield). (1) The reactants are C[O:2][C:3]([C@H:5]1[C@H:9]([C:10]2[CH:15]=[CH:14][C:13]([Cl:16])=[CH:12][CH:11]=2)[CH2:8][N:7]([CH2:17][C:18]2[CH:23]=[CH:22][CH:21]=[CH:20][CH:19]=2)[CH2:6]1)=O.C([NH2:26])=O.C[O-].[Na+]. The catalyst is CN(C=O)C. The product is [CH2:17]([N:7]1[CH2:8][C@@H:9]([C:10]2[CH:15]=[CH:14][C:13]([Cl:16])=[CH:12][CH:11]=2)[C@H:5]([C:3]([NH2:26])=[O:2])[CH2:6]1)[C:18]1[CH:23]=[CH:22][CH:21]=[CH:20][CH:19]=1. The yield is 0.850. (2) The reactants are [CH2:1]1[CH:12]2[CH:4]([NH:5][C:6]3[CH:7]=[CH:8][CH:9]=[CH:10][C:11]=32)[CH2:3][CH2:2]1.C(N(C(C)C)CC)(C)C.Cl[CH2:23][C:24]([NH2:26])=[O:25]. The catalyst is CN(C=O)C. The product is [CH2:1]1[CH:12]2[CH:4]([N:5]([CH2:23][C:24]([NH2:26])=[O:25])[C:6]3[CH:7]=[CH:8][CH:9]=[CH:10][C:11]=32)[CH2:3][CH2:2]1. The yield is 0.690.